Dataset: Peptide-MHC class I binding affinity with 185,985 pairs from IEDB/IMGT. Task: Regression. Given a peptide amino acid sequence and an MHC pseudo amino acid sequence, predict their binding affinity value. This is MHC class I binding data. The peptide sequence is IRFKDDSSF. The MHC is HLA-B18:01 with pseudo-sequence HLA-B18:01. The binding affinity (normalized) is 0.0847.